This data is from Peptide-MHC class II binding affinity with 134,281 pairs from IEDB. The task is: Regression. Given a peptide amino acid sequence and an MHC pseudo amino acid sequence, predict their binding affinity value. This is MHC class II binding data. (1) The peptide sequence is EKKYFAATQSEPLAA. The MHC is DRB1_0701 with pseudo-sequence DRB1_0701. The binding affinity (normalized) is 0.762. (2) The peptide sequence is WLWYIKIFIMIVGGLIG. The MHC is HLA-DPA10301-DPB10402 with pseudo-sequence HLA-DPA10301-DPB10402. The binding affinity (normalized) is 0.284. (3) The peptide sequence is GSHEVNGTWMIHTLE. The MHC is HLA-DQA10501-DQB10402 with pseudo-sequence HLA-DQA10501-DQB10402. The binding affinity (normalized) is 0.589. (4) The peptide sequence is AGDGDVVAVDIKEKG. The MHC is HLA-DQA10401-DQB10402 with pseudo-sequence HLA-DQA10401-DQB10402. The binding affinity (normalized) is 0.219. (5) The peptide sequence is MEKLKALVATAHSEL. The MHC is DRB1_0101 with pseudo-sequence DRB1_0101. The binding affinity (normalized) is 0.768.